This data is from Forward reaction prediction with 1.9M reactions from USPTO patents (1976-2016). The task is: Predict the product of the given reaction. (1) The product is: [NH2:1][C:2]1[C:11]2[C:6](=[CH:7][C:8]([NH:12][C:13](=[O:15])[CH3:14])=[CH:9][CH:10]=2)[C:5]([C:26]2[CH:25]=[CH:24][C:23]([C:21]3[CH:20]=[N:19][N:18]([CH3:17])[CH:22]=3)=[CH:28][CH:27]=2)=[CH:4][N:3]=1. Given the reactants [NH2:1][C:2]1[C:11]2[C:6](=[CH:7][C:8]([NH:12][C:13](=[O:15])[CH3:14])=[CH:9][CH:10]=2)[C:5](Cl)=[CH:4][N:3]=1.[CH3:17][N:18]1[CH:22]=[C:21]([C:23]2[CH:28]=[CH:27][C:26](B3OC(C)(C)C(C)(C)O3)=[CH:25][CH:24]=2)[CH:20]=[N:19]1.CC([O-])=O.[K+].CN(C)C=O, predict the reaction product. (2) Given the reactants [C:1]([O:5][C:6]([N:8]1[CH2:13][CH2:12][CH2:11][CH:10]([C:14]([OH:16])=O)[CH2:9]1)=[O:7])([CH3:4])([CH3:3])[CH3:2].Cl.[CH3:18][NH:19][O:20][CH3:21].Cl.CN(C)CCCN=C=NCC, predict the reaction product. The product is: [CH3:21][O:20][N:19]([CH3:18])[C:14]([CH:10]1[CH2:11][CH2:12][CH2:13][N:8]([C:6]([O:5][C:1]([CH3:2])([CH3:3])[CH3:4])=[O:7])[CH2:9]1)=[O:16].